This data is from Peptide-MHC class II binding affinity with 134,281 pairs from IEDB. The task is: Regression. Given a peptide amino acid sequence and an MHC pseudo amino acid sequence, predict their binding affinity value. This is MHC class II binding data. (1) The peptide sequence is RADEINAIFEENEVD. The MHC is DRB1_1301 with pseudo-sequence DRB1_1301. The binding affinity (normalized) is 0. (2) The peptide sequence is KPPFSGMTGCGNTPI. The MHC is HLA-DQA10301-DQB10302 with pseudo-sequence HLA-DQA10301-DQB10302. The binding affinity (normalized) is 0.0423. (3) The peptide sequence is IDPFQLGLLVVFLATQEV. The MHC is DRB4_0101 with pseudo-sequence DRB4_0103. The binding affinity (normalized) is 0.260. (4) The MHC is HLA-DPA10301-DPB10402 with pseudo-sequence HLA-DPA10301-DPB10402. The binding affinity (normalized) is 0.133. The peptide sequence is INVGFKAAVAAAAGV.